This data is from Catalyst prediction with 721,799 reactions and 888 catalyst types from USPTO. The task is: Predict which catalyst facilitates the given reaction. Reactant: [CH3:1][N:2]([C:9]1[NH:13][C:12](=[O:14])[O:11][N:10]=1)[CH2:3][C:4]([O:6]CC)=[O:5].O1CCCC1.O.[OH-].[Li+]. Product: [CH3:1][N:2]([C:9]1[NH:13][C:12](=[O:14])[O:11][N:10]=1)[CH2:3][C:4]([OH:6])=[O:5]. The catalyst class is: 6.